Predict which catalyst facilitates the given reaction. From a dataset of Catalyst prediction with 721,799 reactions and 888 catalyst types from USPTO. (1) Reactant: [ClH:1].[N:2]12[CH2:9][CH2:8][CH:5]([CH2:6][CH2:7]1)[C@@H:4]([NH:10][C:11]([C:13]1[O:14][C:15]3[C:21](Br)=[CH:20][CH:19]=[CH:18][C:16]=3[CH:17]=1)=[O:12])[CH2:3]2.[OH:23][CH2:24][C:25]1[CH:26]=[C:27](B(O)O)[CH:28]=[CH:29][CH:30]=1.C(=O)([O-])[O-].[Na+].[Na+]. Product: [ClH:1].[N:2]12[CH2:9][CH2:8][CH:5]([CH2:6][CH2:7]1)[C@@H:4]([NH:10][C:11]([C:13]1[O:14][C:15]3[C:21]([C:29]4[CH:28]=[CH:27][CH:26]=[C:25]([CH2:24][OH:23])[CH:30]=4)=[CH:20][CH:19]=[CH:18][C:16]=3[CH:17]=1)=[O:12])[CH2:3]2. The catalyst class is: 431. (2) Reactant: [CH3:1][O:2][C:3]1[CH:4]=[CH:5][C:6]([N+:10]([O-:12])=[O:11])=[C:7]([CH:9]=1)[NH2:8].[C:13](O[C:13]([O:15][C:16]([CH3:19])([CH3:18])[CH3:17])=[O:14])([O:15][C:16]([CH3:19])([CH3:18])[CH3:17])=[O:14].N1C=CC=CC=1.CCCCCC. Product: [C:16]([O:15][C:13]([NH:8][C:7]1[CH:9]=[C:3]([O:2][CH3:1])[CH:4]=[CH:5][C:6]=1[N+:10]([O-:12])=[O:11])=[O:14])([CH3:19])([CH3:18])[CH3:17]. The catalyst class is: 453.